This data is from Forward reaction prediction with 1.9M reactions from USPTO patents (1976-2016). The task is: Predict the product of the given reaction. Given the reactants [CH2:1]([N:8]([CH2:17][C:18]1[CH:23]=[CH:22][CH:21]=[CH:20][CH:19]=1)[C@@H:9]([CH2:15][CH3:16])[C@H:10]([OH:14])[C:11](O)=[O:12])[C:2]1[CH:7]=[CH:6][CH:5]=[CH:4][CH:3]=1.[CH:24]1([NH2:27])[CH2:26][CH2:25]1.C1C=CC2N(O)N=NC=2C=1.C(Cl)CCl.CN1CCOCC1, predict the reaction product. The product is: [CH:24]1([NH:27][C:11](=[O:12])[C@@H:10]([OH:14])[C@@H:9]([N:8]([CH2:1][C:2]2[CH:7]=[CH:6][CH:5]=[CH:4][CH:3]=2)[CH2:17][C:18]2[CH:19]=[CH:20][CH:21]=[CH:22][CH:23]=2)[CH2:15][CH3:16])[CH2:26][CH2:25]1.